Predict the reactants needed to synthesize the given product. From a dataset of Full USPTO retrosynthesis dataset with 1.9M reactions from patents (1976-2016). The reactants are: Cl[C:2]1[C:7]([C:8]([N:10]2[C:19]3[C:14](=[CH:15][CH:16]=[CH:17][CH:18]=3)[CH2:13][CH2:12][CH2:11]2)=[O:9])=[CH:6][C:5]([Cl:20])=[CH:4][N:3]=1.ClC1C=C(O)C=CC=1.[Cl:29][C:30]1[CH:35]=[CH:34][C:33]([Cl:36])=[CH:32][C:31]=1[OH:37]. Given the product [Cl:20][C:5]1[CH:6]=[C:7]([C:8]([N:10]2[C:19]3[C:14](=[CH:15][CH:16]=[CH:17][CH:18]=3)[CH2:13][CH2:12][CH2:11]2)=[O:9])[C:2]([O:37][C:31]2[CH:32]=[C:33]([Cl:36])[CH:34]=[CH:35][C:30]=2[Cl:29])=[N:3][CH:4]=1, predict the reactants needed to synthesize it.